This data is from Forward reaction prediction with 1.9M reactions from USPTO patents (1976-2016). The task is: Predict the product of the given reaction. Given the reactants [CH3:1][N:2]([C@@H:9]([C:11]1[S:15][C:14]2[CH:16]=[CH:17][CH:18]=[CH:19][C:13]=2[C:12]=1[CH3:20])[CH3:10])[S@@](C(C)(C)C)=O.C(O)(C(F)(F)F)=O, predict the reaction product. The product is: [CH3:1][NH:2][C@@H:9]([C:11]1[S:15][C:14]2[CH:16]=[CH:17][CH:18]=[CH:19][C:13]=2[C:12]=1[CH3:20])[CH3:10].